Dataset: Catalyst prediction with 721,799 reactions and 888 catalyst types from USPTO. Task: Predict which catalyst facilitates the given reaction. (1) Reactant: [N+:1]([CH2:3][C:4]([O:6][CH3:7])=[O:5])#[C-:2].[C:8]([C:10]1[CH:11]=[C:12]([CH:16]=[CH:17][CH:18]=1)[C:13](Cl)=[O:14])#[N:9].C(N(CC)CC)C. Product: [C:8]([C:10]1[CH:11]=[C:12]([C:13]2[O:14][CH:2]=[N:1][C:3]=2[C:4]([O:6][CH3:7])=[O:5])[CH:16]=[CH:17][CH:18]=1)#[N:9]. The catalyst class is: 46. (2) Reactant: [CH3:1][C:2]1([CH3:14])[C:6]([CH3:8])([CH3:7])[O:5][B:4]([C:9]2[CH:10]=[N:11][NH:12][CH:13]=2)[O:3]1.[C:15]([CH:17]=[CH:18][CH2:19][CH:20]1[CH2:25][CH2:24][N:23]([C:26]([O:28][C:29]([CH3:32])([CH3:31])[CH3:30])=[O:27])[CH2:22][CH2:21]1)#[N:16].N12CCCN=C1CCCCC2. Product: [C:15]([CH2:17][CH:18]([N:12]1[CH:13]=[C:9]([B:4]2[O:5][C:6]([CH3:7])([CH3:8])[C:2]([CH3:14])([CH3:1])[O:3]2)[CH:10]=[N:11]1)[CH2:19][CH:20]1[CH2:21][CH2:22][N:23]([C:26]([O:28][C:29]([CH3:32])([CH3:31])[CH3:30])=[O:27])[CH2:24][CH2:25]1)#[N:16]. The catalyst class is: 10. (3) Product: [CH2:1]([O:3][C:4]([C:6]1[CH:11]=[C:10]([O:12][CH2:13][CH2:14][O:15][CH2:16][CH2:17][O:18][CH2:19][CH2:20][NH:21][C:34]([O:33][C:29]([CH3:32])([CH3:31])[CH3:30])=[O:35])[CH:9]=[C:8]([C:24]([O:26][CH2:27][CH3:28])=[O:25])[N:7]=1)=[O:5])[CH3:2]. Reactant: [CH2:1]([O:3][C:4]([C:6]1[CH:11]=[C:10]([O:12][CH2:13][CH2:14][O:15][CH2:16][CH2:17][O:18][CH2:19][CH2:20][N:21]=[N+]=[N-])[CH:9]=[C:8]([C:24]([O:26][CH2:27][CH3:28])=[O:25])[N:7]=1)=[O:5])[CH3:2].[C:29]([O:33][C:34](O[C:34]([O:33][C:29]([CH3:32])([CH3:31])[CH3:30])=[O:35])=[O:35])([CH3:32])([CH3:31])[CH3:30]. The catalyst class is: 78. (4) Reactant: [C:1]([O:5][C:6]([NH:8][C@H:9]([CH2:16][CH3:17])[CH2:10]OS(C)(=O)=O)=[O:7])([CH3:4])([CH3:3])[CH3:2].[N-:18]=[N+:19]=[N-:20].[Na+].O. Product: [C:1]([O:5][C:6](=[O:7])[NH:8][C@@H:9]([CH2:10][N:18]=[N+:19]=[N-:20])[CH2:16][CH3:17])([CH3:4])([CH3:3])[CH3:2]. The catalyst class is: 9. (5) Reactant: C(OC([N:11]1[CH2:16][CH2:15][C:14]([NH:28][C:29]([O:31][C:32]([CH3:35])([CH3:34])[CH3:33])=[O:30])([C:17](=[O:27])[NH:18][C:19]2[CH:24]=[CH:23][C:22]([CH2:25][CH3:26])=[CH:21][CH:20]=2)[CH2:13][CH2:12]1)=O)C1C=CC=CC=1. Product: [C:32]([O:31][C:29](=[O:30])[NH:28][C:14]1([C:17](=[O:27])[NH:18][C:19]2[CH:24]=[CH:23][C:22]([CH2:25][CH3:26])=[CH:21][CH:20]=2)[CH2:13][CH2:12][NH:11][CH2:16][CH2:15]1)([CH3:34])([CH3:33])[CH3:35]. The catalyst class is: 19. (6) Reactant: [CH2:1]([O:3][C:4]([N:6]1[CH:11]2[CH2:12][CH2:13][CH:7]1[CH2:8][CH:9]([N:14]1[CH2:19][CH2:18][C:17](=O)[CH2:16][CH2:15]1)[CH2:10]2)=[O:5])[CH3:2].[CH2:21]([NH:23][C:24]1[CH:29]=[CH:28][CH:27]=[CH:26][CH:25]=1)[CH3:22].[BH-](OC(C)=O)(OC(C)=O)OC(C)=O.[Na+].CC(O)=O. Product: [CH2:1]([O:3][C:4]([N:6]1[CH:11]2[CH2:12][CH2:13][CH:7]1[CH2:8][CH:9]([N:14]1[CH2:19][CH2:18][CH:17]([N:23]([CH2:21][CH3:22])[C:24]3[CH:29]=[CH:28][CH:27]=[CH:26][CH:25]=3)[CH2:16][CH2:15]1)[CH2:10]2)=[O:5])[CH3:2]. The catalyst class is: 26.